Task: Binary Classification. Given a drug SMILES string, predict its activity (active/inactive) in a high-throughput screening assay against a specified biological target.. Dataset: KCNQ2 potassium channel screen with 302,405 compounds (1) The compound is O=C(NC1CCCCC1)c1cc2nnn(c2cc1)C. The result is 0 (inactive). (2) The compound is O=C(Nc1ccc([N+]([O-])=O)cc1)C(=O)NCC. The result is 0 (inactive). (3) The compound is S(=O)(=O)(N(CC(=O)N1CCN(CC1)Cc1cc2OCOc2cc1)c1cc(OC)c(OC)cc1)C. The result is 0 (inactive). (4) The compound is O=C(N1CCCCC1)CCNC(=O)c1cc(OC)c(OC)c(OC)c1. The result is 0 (inactive).